Dataset: Forward reaction prediction with 1.9M reactions from USPTO patents (1976-2016). Task: Predict the product of the given reaction. (1) Given the reactants [F:1][C:2]1[CH:7]=[CH:6][C:5]([NH:8][C:9]([C:11]2[N:15]([CH3:16])[CH:14]=[C:13]([C:17](=[O:23])[C:18]([O:20]CC)=O)[CH:12]=2)=[O:10])=[CH:4][C:3]=1[CH3:24].[NH2:25][C@@H:26]([CH2:28][CH3:29])[CH3:27], predict the reaction product. The product is: [C@H:26]([NH:25][C:18](=[O:20])[C:17]([C:13]1[CH:12]=[C:11]([C:9]([NH:8][C:5]2[CH:6]=[CH:7][C:2]([F:1])=[C:3]([CH3:24])[CH:4]=2)=[O:10])[N:15]([CH3:16])[CH:14]=1)=[O:23])([CH2:28][CH3:29])[CH3:27]. (2) Given the reactants [NH2:1][C:2]1[C:10]([O:11][CH:12]2[CH2:14][CH2:13]2)=[CH:9][CH:8]=[CH:7][C:3]=1[C:4]([OH:6])=O.O.[OH:16][N:17]1[C:21]2C=CC=CC=2N=N1.[CH2:26](N(CC)CC)C, predict the reaction product. The product is: [NH2:1][C:2]1[C:10]([O:11][CH:12]2[CH2:14][CH2:13]2)=[CH:9][CH:8]=[CH:7][C:3]=1[C:4]([N:17]([O:16][CH3:26])[CH3:21])=[O:6]. (3) Given the reactants [CH:1]1([C:5]2[C:26]([C:27]3[NH:31][C:30]([O:32][CH3:33])=[N:29][N:28]=3)=[CH:25][C:8]([C:9]([N:11]3[CH2:16][CH2:15][CH:14]([C:17]4[CH:24]=[CH:23][C:20]([C:21]#[N:22])=[CH:19][CH:18]=4)[CH2:13][CH2:12]3)=[O:10])=[C:7]([CH3:34])[CH:6]=2)[CH2:4][CH2:3][CH2:2]1.Cl.[F:36]C1(C2C=CC(C#N)=CC=2)CCNCC1.Cl, predict the reaction product. The product is: [CH:1]1([C:5]2[C:26]([C:27]3[NH:31][C:30]([O:32][CH3:33])=[N:29][N:28]=3)=[CH:25][C:8]([C:9]([N:11]3[CH2:12][CH2:13][C:14]([C:17]4[CH:18]=[CH:19][C:20]([C:21]#[N:22])=[CH:23][CH:24]=4)([F:36])[CH2:15][CH2:16]3)=[O:10])=[C:7]([CH3:34])[CH:6]=2)[CH2:4][CH2:3][CH2:2]1. (4) Given the reactants [C:1]([NH:4][C@@H:5]1[CH2:10][C@H:9]([NH:11][C:12]([CH3:15])([CH3:14])[CH3:13])[CH2:8][CH2:7][C@@H:6]1[N:16]1[CH2:20][CH2:19][C@H:18]([NH:21]C(=O)OCC2C=CC=CC=2)[C:17]1=[O:32])(=[O:3])[CH3:2], predict the reaction product. The product is: [NH2:21][C@H:18]1[CH2:19][CH2:20][N:16]([C@H:6]2[CH2:7][CH2:8][C@@H:9]([NH:11][C:12]([CH3:15])([CH3:13])[CH3:14])[CH2:10][C@H:5]2[NH:4][C:1](=[O:3])[CH3:2])[C:17]1=[O:32]. (5) Given the reactants [CH:1]1[CH:6]=[C:5]([CH2:7][C@H:8]([NH2:12])[C:9]([OH:11])=[O:10])[CH:4]=[C:3]([C:13]#[N:14])[CH:2]=1.[Cl-].[Li+].[N-:17]=[N+:18]=[N-:19].[Na+], predict the reaction product. The product is: [NH:14]1[C:13]([C:3]2[CH:4]=[C:5]([CH:6]=[CH:1][CH:2]=2)[CH2:7][C@@H:8]([C:9]([OH:11])=[O:10])[NH2:12])=[N:19][N:18]=[N:17]1. (6) Given the reactants [F:1][C:2]1[C:3]([CH3:16])=[C:4]([NH:8][C:9]2[C:10]([NH2:15])=[CH:11][CH:12]=[CH:13][CH:14]=2)[CH:5]=[CH:6][CH:7]=1.[S:17](N)(N)(=[O:19])=[O:18], predict the reaction product. The product is: [F:1][C:2]1[C:3]([CH3:16])=[C:4]([N:8]2[C:9]3[CH:14]=[CH:13][CH:12]=[CH:11][C:10]=3[NH:15][S:17]2(=[O:19])=[O:18])[CH:5]=[CH:6][CH:7]=1. (7) The product is: [O:20]1[C:15]2[C:16](=[CH:29][CH:30]=[CH:13][CH:14]=2)[CH:17]([OH:34])[CH2:18][CH2:19]1. Given the reactants B.CSC.C(O[C:13]1[CH:30]=[CH:29][C:16]2[CH:17]=[C:18](C3C=CC(OC)=CC=3)[CH2:19][O:20][C:15]=2[CH:14]=1)C1C=CC=CC=1.C1C[O:34]CC1, predict the reaction product.